Dataset: Full USPTO retrosynthesis dataset with 1.9M reactions from patents (1976-2016). Task: Predict the reactants needed to synthesize the given product. Given the product [N+:22]([C:25]1[N:33]=[CH:32][CH:31]=[CH:30][C:26]=1[C:27]([N:12]([C@@H:14]([C:47](=[O:49])[NH2:46])[C:15]1[CH:20]=[CH:19][CH:18]=[CH:17][CH:16]=1)[C@H:9]1[C:10]2[C:6](=[C:5]([F:13])[CH:4]=[C:3]([Cl:2])[CH:11]=2)[CH2:7][CH2:8]1)=[O:29])([O-:24])=[O:23], predict the reactants needed to synthesize it. The reactants are: Cl.[Cl:2][C:3]1[CH:11]=[C:10]2[C:6]([CH2:7][CH2:8][C@H:9]2[NH2:12])=[C:5]([F:13])[CH:4]=1.[CH:14](=O)[C:15]1[CH:20]=[CH:19][CH:18]=[CH:17][CH:16]=1.[N+:22]([C:25]1[N:33]=[CH:32][CH:31]=[CH:30][C:26]=1[C:27]([OH:29])=O)([O-:24])=[O:23].C1(C2CCC([N+:46]#[C-:47])=CC2)C=CC=CC=1.C[OH:49].